Dataset: Catalyst prediction with 721,799 reactions and 888 catalyst types from USPTO. Task: Predict which catalyst facilitates the given reaction. Reactant: [C:1]([O:5][C:6]([N:8]1[CH2:13][CH2:12][CH:11]([C:14]#[N:15])[CH2:10][CH2:9]1)=[O:7])([CH3:4])([CH3:3])[CH3:2].C([O-])([O-])=O.[K+].[K+].Cl.[NH2:23][OH:24]. Product: [C:1]([O:5][C:6]([N:8]1[CH2:13][CH2:12][CH:11]([C:14](=[NH:15])[NH:23][OH:24])[CH2:10][CH2:9]1)=[O:7])([CH3:4])([CH3:3])[CH3:2]. The catalyst class is: 315.